Dataset: Catalyst prediction with 721,799 reactions and 888 catalyst types from USPTO. Task: Predict which catalyst facilitates the given reaction. (1) Reactant: [C:1]([O:5][CH2:6][CH3:7])(=[O:4])[CH:2]=[CH2:3].Cl.[CH2:9]([O:11][C:12](=[O:15])[CH2:13][NH2:14])[CH3:10].C(N(CC)CC)C. Product: [CH2:9]([O:11][C:12](=[O:15])[CH2:13][NH:14][CH2:3][CH2:2][C:1]([O:5][CH2:6][CH3:7])=[O:4])[CH3:10]. The catalyst class is: 8. (2) Product: [O:7]=[C:4]1[O:5][N:3]=[C:33]([C:28]2[CH:29]=[CH:30][CH:31]=[CH:32][C:27]=2[C:24]2[CH:23]=[CH:22][C:21]([CH2:20][C:19]3[C:14](=[O:13])[N:15]([C@H:41]4[CH2:46][CH2:45][C@H:44]([O:47][CH2:48][CH:49]5[CH2:53][CH2:52][CH2:51][O:50]5)[CH2:43][CH2:42]4)[C:16]4[N:17]([N:38]=[CH:39][N:40]=4)[C:18]=3[CH2:35][CH2:36][CH3:37])=[CH:26][CH:25]=2)[NH:34]1. Reactant: [Cl-].O[NH3+:3].[C:4](=[O:7])([O-])[OH:5].[Na+].CS(C)=O.[O:13]=[C:14]1[C:19]([CH2:20][C:21]2[CH:26]=[CH:25][C:24]([C:27]3[C:28]([C:33]#[N:34])=[CH:29][CH:30]=[CH:31][CH:32]=3)=[CH:23][CH:22]=2)=[C:18]([CH2:35][CH2:36][CH3:37])[N:17]2[N:38]=[CH:39][N:40]=[C:16]2[N:15]1[C@H:41]1[CH2:46][CH2:45][C@H:44]([O:47][CH2:48][CH:49]2[CH2:53][CH2:52][CH2:51][O:50]2)[CH2:43][CH2:42]1. The catalyst class is: 69. (3) Reactant: C([N:8]1[CH2:13][CH2:12][N:11]([C:14]2[N:19]=[C:18]3[C:20]([S:23]([C:26]4[CH:31]=[CH:30][CH:29]=[CH:28][CH:27]=4)(=[O:25])=[O:24])=[CH:21][NH:22][C:17]3=[CH:16][CH:15]=2)[CH2:10][CH2:9]1)C1C=CC=CC=1.[Cl:32]C(OC(Cl)=O)C. Product: [ClH:32].[ClH:32].[C:26]1([S:23]([C:20]2[C:18]3=[N:19][C:14]([N:11]4[CH2:12][CH2:13][NH:8][CH2:9][CH2:10]4)=[CH:15][CH:16]=[C:17]3[NH:22][CH:21]=2)(=[O:25])=[O:24])[CH:31]=[CH:30][CH:29]=[CH:28][CH:27]=1. The catalyst class is: 26. (4) The catalyst class is: 13. Reactant: [CH3:1][O:2][C:3]1[C:7]2[C:8](=[O:25])[N:9]([CH2:16][C:17](=[O:24])[C:18]3[CH:23]=[CH:22][CH:21]=[CH:20][CH:19]=3)[C:10]3[CH:11]=[CH:12][CH:13]=[CH:14][C:15]=3[C:6]=2[N:5]([CH3:26])[C:4]=1[C:27]([NH:29][CH:30]1[CH2:35][CH2:34][NH:33][CH2:32][CH2:31]1)=[O:28].C1COCC1.[CH2:41]([N:43]=[C:44]=[O:45])[CH3:42]. Product: [CH2:41]([NH:43][C:44]([N:33]1[CH2:32][CH2:31][CH:30]([NH:29][C:27]([C:4]2[N:5]([CH3:26])[C:6]3[C:15]4[CH:14]=[CH:13][CH:12]=[CH:11][C:10]=4[N:9]([CH2:16][C:17](=[O:24])[C:18]4[CH:23]=[CH:22][CH:21]=[CH:20][CH:19]=4)[C:8](=[O:25])[C:7]=3[C:3]=2[O:2][CH3:1])=[O:28])[CH2:35][CH2:34]1)=[O:45])[CH3:42]. (5) Reactant: [NH2:1][C:2]1[CH:7]=[CH:6][C:5]([OH:8])=[CH:4][C:3]=1[F:9].CC(C)([O-])C.[K+].Cl[C:17]1[CH:22]=[CH:21][N:20]=[C:19]([O:23][CH3:24])[CH:18]=1.O. Product: [F:9][C:3]1[CH:4]=[C:5]([O:8][C:17]2[CH:22]=[CH:21][N:20]=[C:19]([O:23][CH3:24])[CH:18]=2)[CH:6]=[CH:7][C:2]=1[NH2:1]. The catalyst class is: 44. (6) The catalyst class is: 5. Reactant: C(OC([NH:8][C@@H:9]1[C@H:14]([NH:15][C:16]2[N:21]=[C:20]([C:22]3[S:26][N:25]=[C:24]([CH:27]4[CH2:29][CH2:28]4)[CH:23]=3)[C:19]3[C:30](=[O:40])[N:31](C(OC(C)(C)C)=O)[CH2:32][C:18]=3[C:17]=2[F:41])[CH2:13][CH2:12][O:11][CH2:10]1)=O)(C)(C)C.Cl.O1CCOCC1.CCO. Product: [NH2:8][C@@H:9]1[C@H:14]([NH:15][C:16]2[N:21]=[C:20]([C:22]3[S:26][N:25]=[C:24]([CH:27]4[CH2:29][CH2:28]4)[CH:23]=3)[C:19]3[C:30](=[O:40])[NH:31][CH2:32][C:18]=3[C:17]=2[F:41])[CH2:13][CH2:12][O:11][CH2:10]1. (7) Reactant: C(OC(N1[CH2:11][C@H:10](O)[CH2:9][C@H:8]1[C:13]([O:15]C)=O)=O)C=C.[CH2:17]([O:20]C(N1C[C@H](O)C[C@H]1CO[Si](C(C)(C)C)(C)C)=O)C=C.[NH2:38][C:39]1[CH:54]=[CH:53][C:52](I)=[CH:51][C:40]=1[C:41]([N:43]1[CH2:47][C:46](=[CH2:48])[CH2:45][C@H:44]1[CH2:49]O)=[O:42].[CH2:56](OC(N1C[C@H](O)C[C@H]1CO)=O)[CH:57]=C. Product: [CH2:13]([O:15][C:53]1[C:52]([O:20][CH3:17])=[CH:51][C:40]2[C:41](=[O:42])[N:43]3[CH2:47][C:46](=[CH2:48])[CH2:45][C@H:44]3[CH:49]=[N:38][C:39]=2[CH:54]=1)[C:8]1[CH:9]=[CH:10][CH:11]=[CH:57][CH:56]=1. The catalyst class is: 22. (8) Reactant: [H-].[Al+3].[Li+].[H-].[H-].[H-].C([O:14][C:15]([C@@H:17]1[CH2:22][C:21]([C:23]2[CH:28]=[CH:27][C:26]([O:29][CH3:30])=[CH:25][CH:24]=2)=[CH:20][C:19](=O)[NH:18]1)=O)C1C=CC=CC=1. Product: [CH3:30][O:29][C:26]1[CH:27]=[CH:28][C:23]([C:21]2[CH2:22][C@@H:17]([CH2:15][OH:14])[NH:18][CH2:19][CH:20]=2)=[CH:24][CH:25]=1. The catalyst class is: 7. (9) Reactant: [OH:1][CH2:2][CH2:3][CH:4]1[CH2:9][CH2:8][N:7]([C:10](=O)[CH2:11][O:12][CH2:13][CH2:14][C:15]2[CH:20]=[CH:19][CH:18]=[CH:17][CH:16]=2)[CH2:6][CH2:5]1.CO. Product: [CH2:13]([O:12][CH2:11][CH2:10][N:7]1[CH2:8][CH2:9][CH:4]([CH2:3][CH2:2][OH:1])[CH2:5][CH2:6]1)[CH2:14][C:15]1[CH:20]=[CH:19][CH:18]=[CH:17][CH:16]=1. The catalyst class is: 7. (10) Reactant: [N+:1]([C:4]1[CH:5]=[C:6]([S:10](Cl)(=[O:12])=[O:11])[CH:7]=[CH:8][CH:9]=1)([O-:3])=[O:2].[CH3:14][N:15]([CH3:20])[CH2:16][CH2:17][CH2:18][NH2:19].C(N(CC)CC)C.O. Product: [CH3:14][N:15]([CH3:20])[CH2:16][CH2:17][CH2:18][NH:19][S:10]([C:6]1[CH:7]=[CH:8][CH:9]=[C:4]([N+:1]([O-:3])=[O:2])[CH:5]=1)(=[O:12])=[O:11]. The catalyst class is: 7.